Dataset: Forward reaction prediction with 1.9M reactions from USPTO patents (1976-2016). Task: Predict the product of the given reaction. (1) Given the reactants C(OC[N:10]1[C:18]2[C:17]([NH2:19])=[N:16][C:15]([CH2:20][CH2:21][CH2:22][CH3:23])=[N:14][C:13]=2[C:12]([C:24]#[C:25][CH2:26][CH2:27][CH2:28][CH2:29][N:30]2[CH2:34][CH2:33][C@@H:32]([F:35])[CH2:31]2)=[CH:11]1)C1C=CC=CC=1, predict the reaction product. The product is: [CH2:20]([C:15]1[N:16]=[C:17]([NH2:19])[C:18]2[NH:10][CH:11]=[C:12]([CH2:24][CH2:25][CH2:26][CH2:27][CH2:28][CH2:29][N:30]3[CH2:34][CH2:33][C@@H:32]([F:35])[CH2:31]3)[C:13]=2[N:14]=1)[CH2:21][CH2:22][CH3:23]. (2) Given the reactants [Cl:1][C:2]1[C:7]([C:8]#[N:9])=[CH:6][N:5]=[C:4]2[S:10][C:11](I)=[CH:12][C:3]=12.[C:14]1(B(O)O)[CH:19]=[CH:18][CH:17]=[CH:16][CH:15]=1, predict the reaction product. The product is: [Cl:1][C:2]1[C:7]([C:8]#[N:9])=[CH:6][N:5]=[C:4]2[S:10][C:11]([C:14]3[CH:19]=[CH:18][CH:17]=[CH:16][CH:15]=3)=[CH:12][C:3]=12. (3) Given the reactants [Br:1][C:2]1[CH:7]=[CH:6][CH:5]=[CH:4][C:3]=1[C:8]1[N:9]=[CH:10][NH:11][CH:12]=1.[C:13](Cl)([C:26]1[CH:31]=[CH:30][CH:29]=[CH:28][CH:27]=1)([C:20]1[CH:25]=[CH:24][CH:23]=[CH:22][CH:21]=1)[C:14]1[CH:19]=[CH:18][CH:17]=[CH:16][CH:15]=1, predict the reaction product. The product is: [Br:1][C:2]1[CH:7]=[CH:6][CH:5]=[CH:4][C:3]=1[C:8]1[N:9]=[CH:10][N:11]([C:13]([C:14]2[CH:19]=[CH:18][CH:17]=[CH:16][CH:15]=2)([C:26]2[CH:27]=[CH:28][CH:29]=[CH:30][CH:31]=2)[C:20]2[CH:21]=[CH:22][CH:23]=[CH:24][CH:25]=2)[CH:12]=1. (4) Given the reactants [CH:1]1([C:4]2[CH:5]=[CH:6][C:7]([C:15]([OH:17])=O)=[N:8][C:9]=2[O:10][CH2:11][CH:12]2[CH2:14][CH2:13]2)[CH2:3][CH2:2]1.[CH3:18][C:19]([O:22][C:23]([N:25]([CH2:27][CH:28]1[CH2:30][CH2:29]1)[NH2:26])=[O:24])([CH3:21])[CH3:20], predict the reaction product. The product is: [C:19]([O:22][C:23]([N:25]([CH2:27][CH:28]1[CH2:29][CH2:30]1)[NH:26][C:15]([C:7]1[CH:6]=[CH:5][C:4]([CH:1]2[CH2:2][CH2:3]2)=[C:9]([O:10][CH2:11][CH:12]2[CH2:13][CH2:14]2)[N:8]=1)=[O:17])=[O:24])([CH3:21])([CH3:18])[CH3:20]. (5) Given the reactants [Cl:1][C:2]1[C:7]([Cl:8])=[CH:6][CH:5]=[CH:4][C:3]=1[C:9]1[NH:13][N:12]=[N:11][N:10]=1.Cl[CH2:15][C:16]1[CH:21]=[CH:20][CH:19]=[CH:18][C:17]=1[O:22][CH3:23].C(N(CC)CC)C, predict the reaction product. The product is: [Cl:1][C:2]1[C:7]([Cl:8])=[CH:6][CH:5]=[CH:4][C:3]=1[C:9]1[N:13]([CH2:15][C:16]2[CH:21]=[CH:20][CH:19]=[CH:18][C:17]=2[O:22][CH3:23])[N:12]=[N:11][N:10]=1. (6) The product is: [F:1][C:2]1[CH:16]=[CH:15][CH:14]=[C:13]([F:17])[C:3]=1[CH2:4][O:5][C:6]1[C:7]2[N:8]([C:19]([C:20]([O:22][CH2:23][CH3:24])=[O:21])=[CH:25][N:12]=2)[CH:9]=[CH:10][CH:11]=1. Given the reactants [F:1][C:2]1[CH:16]=[CH:15][CH:14]=[C:13]([F:17])[C:3]=1[CH2:4][O:5][C:6]1[C:7]([NH2:12])=[N:8][CH:9]=[CH:10][CH:11]=1.Cl[CH:19]([CH:25]=O)[C:20]([O:22][CH2:23][CH3:24])=[O:21], predict the reaction product. (7) Given the reactants [NH2:1]/[C:2](=[N:4]\[O:5][C:6]([C:8]1[CH:13]=[CH:12][C:11]([N:14]2[CH2:19][CH2:18][N:17]([C:20]([O:22][C:23]([CH3:26])([CH3:25])[CH3:24])=[O:21])[CH2:16][CH2:15]2)=[C:10]([F:27])[CH:9]=1)=O)/[CH3:3].N(CC)(CC)CC.Cl, predict the reaction product. The product is: [C:23]([O:22][C:20]([N:17]1[CH2:16][CH2:15][N:14]([C:11]2[CH:12]=[CH:13][C:8]([C:6]3[O:5][N:4]=[C:2]([CH3:3])[N:1]=3)=[CH:9][C:10]=2[F:27])[CH2:19][CH2:18]1)=[O:21])([CH3:24])([CH3:26])[CH3:25].